From a dataset of Full USPTO retrosynthesis dataset with 1.9M reactions from patents (1976-2016). Predict the reactants needed to synthesize the given product. (1) The reactants are: Br[C:2]1[CH:3]=[N:4][C:5]([NH:8][CH2:9][CH:10]2[CH2:15][CH2:14][N:13]([C:16]([C@@H:18]3[CH2:20][C@H:19]3[C:21]3[CH:26]=[CH:25][CH:24]=[CH:23][CH:22]=3)=[O:17])[CH2:12][CH2:11]2)=[N:6][CH:7]=1.[CH3:27][Si:28]([C:31]#[CH:32])([CH3:30])[CH3:29]. Given the product [C:21]1([C@@H:19]2[CH2:20][C@H:18]2[C:16]([N:13]2[CH2:14][CH2:15][CH:10]([CH2:9][NH:8][C:5]3[N:4]=[CH:3][C:2]([C:32]#[C:31][Si:28]([CH3:30])([CH3:29])[CH3:27])=[CH:7][N:6]=3)[CH2:11][CH2:12]2)=[O:17])[CH:26]=[CH:25][CH:24]=[CH:23][CH:22]=1, predict the reactants needed to synthesize it. (2) Given the product [NH2:29][C@H:28]([C:27]([OH:46])=[O:26])[CH2:40][C:41]([OH:43])=[O:42].[SiH4:5], predict the reactants needed to synthesize it. The reactants are: NCCC[Si:5](OC)(OC)OC.C(OCC)(=O)/C=C\C(OCC)=O.C([O:26][C:27](=[O:46])[C@H:28]([CH2:40][C:41]([O:43]CC)=[O:42])[NH:29]CCC[Si](OC)(OC)OC)C.